This data is from Full USPTO retrosynthesis dataset with 1.9M reactions from patents (1976-2016). The task is: Predict the reactants needed to synthesize the given product. (1) The reactants are: C1(S([N:10]2[C:18]3[C:13](=[CH:14][C:15]([C:19]4[N:20]=[C:21]([C:25]5[CH:30]=[CH:29][CH:28]=[CH:27][N:26]=5)[S:22][C:23]=4[CH3:24])=[CH:16][CH:17]=3)[CH:12]=[C:11]2[C:31]2[CH:36]=[CH:35][CH:34]=[CH:33][C:32]=2[Cl:37])(=O)=O)C=CC=CC=1.C([O-])([O-])=O.[Cs+].[Cs+]. Given the product [Cl:37][C:32]1[CH:33]=[CH:34][CH:35]=[CH:36][C:31]=1[C:11]1[NH:10][C:18]2[C:13]([CH:12]=1)=[CH:14][C:15]([C:19]1[N:20]=[C:21]([C:25]3[CH:30]=[CH:29][CH:28]=[CH:27][N:26]=3)[S:22][C:23]=1[CH3:24])=[CH:16][CH:17]=2, predict the reactants needed to synthesize it. (2) The reactants are: F[C:2]1[CH:7]=[C:6](F)[CH:5]=[CH:4][C:3]=1[S:9]([CH3:12])(=[O:11])=[O:10].[Cl:13][C:14]1[CH:15]=[CH:16][C:17]([O:23][CH3:24])=[C:18]([CH:20]([NH2:22])[CH3:21])[CH:19]=1.[CH:25]([N:28](CC)[CH:29]([CH3:31])C)([CH3:27])C.C(#[N:36])C. Given the product [ClH:13].[Cl:13][C:14]1[CH:15]=[CH:16][C:17]([O:23][CH3:24])=[C:18]([CH:20]([NH:22][C:2]2[CH:7]=[C:6]([N:36]3[CH2:31][CH2:29][NH:28][CH2:25][CH2:27]3)[CH:5]=[CH:4][C:3]=2[S:9]([CH3:12])(=[O:11])=[O:10])[CH3:21])[CH:19]=1, predict the reactants needed to synthesize it. (3) Given the product [C:1]12([C:11]3[CH:21]=[CH:20][C:14]([O:15][CH2:16][C:17]([N:28]4[CH2:27][CH2:26][N:25]([C:29]([O:31][C:32]([CH3:34])([CH3:33])[CH3:35])=[O:30])[CH2:24][C@H:23]4[CH3:22])=[O:18])=[CH:13][CH:12]=3)[CH2:2][CH:3]3[CH2:9][CH:7]([CH2:6][CH:5]([CH2:4]3)[CH2:10]1)[CH2:8]2, predict the reactants needed to synthesize it. The reactants are: [C:1]12([C:11]3[CH:21]=[CH:20][C:14]([O:15][CH2:16][C:17](O)=[O:18])=[CH:13][CH:12]=3)[CH2:10][CH:5]3[CH2:6][CH:7]([CH2:9][CH:3]([CH2:4]3)[CH2:2]1)[CH2:8]2.[CH3:22][C@H:23]1[NH:28][CH2:27][CH2:26][N:25]([C:29]([O:31][C:32]([CH3:35])([CH3:34])[CH3:33])=[O:30])[CH2:24]1. (4) Given the product [Cl:1][C:2]1[S:6][C:5]([C:7]([N:17]([CH2:18][CH3:19])[CH2:15][CH3:16])=[O:9])=[C:4]2[CH:10]=[CH:11][CH:12]=[CH:13][C:3]=12, predict the reactants needed to synthesize it. The reactants are: [Cl:1][C:2]1[S:6][C:5]([C:7]([OH:9])=O)=[C:4]2[CH:10]=[CH:11][CH:12]=[CH:13][C:3]=12.Cl.[CH2:15]([NH:17][CH2:18][CH3:19])[CH3:16].F[P-](F)(F)(F)(F)F.CN(C(N(C)C)=[N+]1C2C(=NC=CC=2)[N+]([O-])=N1)C.CCN(C(C)C)C(C)C. (5) Given the product [CH:8]1([CH2:11][CH2:12][O:13][C:14]2[N:22]=[C:21]3[C:17]([N:18]=[C:19]([O:23][CH3:24])[N:20]3[CH2:27][CH2:28][CH:29]3[CH2:34][CH2:33][O:32][C:31]([CH3:36])([CH3:35])[CH2:30]3)=[C:16]([NH2:25])[N:15]=2)[CH2:10][CH2:9]1, predict the reactants needed to synthesize it. The reactants are: FC(F)(F)C(O)=O.[CH:8]1([CH2:11][CH2:12][O:13][C:14]2[NH:15][C:16]([NH2:25])=[C:17]3[C:21]([N:22]=2)=[N:20][C:19]([O:23][CH3:24])=[N:18]3)[CH2:10][CH2:9]1.Br[CH2:27][CH2:28][CH:29]1[CH2:34][CH2:33][O:32][C:31]([CH3:36])([CH3:35])[CH2:30]1. (6) Given the product [Cl:1][C:2]1[CH:3]=[N:4][N:5]([C:7]2[CH:12]=[CH:11][N:10]=[CH:9][C:8]=2[N:13]2[CH2:18][CH2:17][CH:16]([C:19]([OH:21])=[O:20])[CH2:15][CH2:14]2)[CH:6]=1, predict the reactants needed to synthesize it. The reactants are: [Cl:1][C:2]1[CH:3]=[N:4][N:5]([C:7]2[CH:12]=[CH:11][N:10]=[CH:9][C:8]=2[N:13]2[CH2:18][CH2:17][CH:16]([C:19]([O:21]CC)=[O:20])[CH2:15][CH2:14]2)[CH:6]=1.[OH-].[Na+].Cl.